This data is from Catalyst prediction with 721,799 reactions and 888 catalyst types from USPTO. The task is: Predict which catalyst facilitates the given reaction. (1) Reactant: Cl.[CH:2]1[C:7](/[CH:8]=[C:9]2\[C@@H:10](C3C=C(O)C=C(O)C=3)[C@H:11](C3C=CC(O)=CC=3)[C:12]3[C:17]\2=[CH:16][C:15]([OH:18])=[CH:14][C:13]=3[OH:19])=[CH:6][CH:5]=[C:4]([OH:35])[CH:3]=1. Product: [CH:6]1[C:7]([CH2:8][C:9]2[C:17]3[C:12](=[C:13]([OH:19])[CH:14]=[C:15]([OH:18])[CH:16]=3)[C@H:11]([C:17]3[CH:16]=[C:15]([OH:18])[CH:14]=[C:13]([OH:19])[CH:12]=3)[C:10]=2[C:7]2[CH:2]=[CH:3][C:4]([OH:35])=[CH:5][CH:6]=2)=[CH:2][CH:3]=[C:4]([OH:35])[CH:5]=1. The catalyst class is: 5. (2) The catalyst class is: 103. Product: [CH:1]1([C:4]2[C:5]([C:30]3[CH:35]=[CH:34][CH:33]=[CH:32][N:31]=3)=[CH:6][C:7]([O:14][CH2:15][CH3:16])=[C:8]([CH:13]=2)[C:9]([O:11][CH3:12])=[O:10])[CH2:3][CH2:2]1. Reactant: [CH:1]1([C:4]2[C:5](OS(C(F)(F)F)(=O)=O)=[CH:6][C:7]([O:14][CH2:15][CH3:16])=[C:8]([CH:13]=2)[C:9]([O:11][CH3:12])=[O:10])[CH2:3][CH2:2]1.C([Sn](CCCC)(CCCC)[C:30]1[CH:35]=[CH:34][CH:33]=[CH:32][N:31]=1)CCC.CN(C=O)C.